Dataset: Forward reaction prediction with 1.9M reactions from USPTO patents (1976-2016). Task: Predict the product of the given reaction. (1) Given the reactants [OH:1][CH2:2]/[C:3](/[C:8]1[CH:13]=[CH:12][CH:11]=[CH:10][CH:9]=1)=[CH:4]/[N+:5]([O-:7])=[O:6].C=CC, predict the reaction product. The product is: [OH:1][CH2:2][CH:3]([C:8]1[CH:13]=[CH:12][CH:11]=[CH:10][CH:9]=1)[CH2:4][N+:5]([O-:7])=[O:6]. (2) Given the reactants [CH:1]1([CH:7]([N:10]2[C:14]3[CH:15]=[C:16]([F:20])[C:17]([F:19])=[CH:18][C:13]=3[N:12]=[C:11]2[C:21]2[C:22]([O:29][CH3:30])=[N:23][C:24]([O:27][CH3:28])=[CH:25][CH:26]=2)[CH2:8][OH:9])[CH2:6][CH2:5][CH2:4][CH2:3][CH2:2]1.O[C:32]1[CH:41]=[CH:40][C:35]([C:36]([O:38][CH3:39])=[O:37])=[CH:34][N:33]=1.N(C(OC(C)(C)C)=O)=NC(OC(C)(C)C)=O, predict the reaction product. The product is: [CH3:39][O:38][C:36](=[O:37])[C:35]1[CH:40]=[CH:41][C:32]([O:9][CH2:8][CH:7]([CH:1]2[CH2:6][CH2:5][CH2:4][CH2:3][CH2:2]2)[N:10]2[C:14]3[CH:15]=[C:16]([F:20])[C:17]([F:19])=[CH:18][C:13]=3[N:12]=[C:11]2[C:21]2[C:22]([O:29][CH3:30])=[N:23][C:24]([O:27][CH3:28])=[CH:25][CH:26]=2)=[N:33][CH:34]=1. (3) Given the reactants [NH:1]1[CH2:5][CH:4]=[C:3]([C:6]2[NH:7][C:8]3[C:13]([CH:14]=2)=[C:12]([C:15]2[CH:20]=[CH:19][CH:18]=[C:17]([N:21]4[C:30](=[O:31])[C:29]5[C:24](=[CH:25][CH:26]=[CH:27][CH:28]=5)[N:23]=[CH:22]4)[C:16]=2[CH3:32])[CH:11]=[CH:10][C:9]=3[C:33]([NH2:35])=[O:34])[CH2:2]1.C=O.[BH-](OC(C)=O)(OC(C)=O)O[C:40](C)=O.[Na+], predict the reaction product. The product is: [CH3:40][N:1]1[CH2:5][CH:4]=[C:3]([C:6]2[NH:7][C:8]3[C:13]([CH:14]=2)=[C:12]([C:15]2[CH:20]=[CH:19][CH:18]=[C:17]([N:21]4[C:30](=[O:31])[C:29]5[C:24](=[CH:25][CH:26]=[CH:27][CH:28]=5)[N:23]=[CH:22]4)[C:16]=2[CH3:32])[CH:11]=[CH:10][C:9]=3[C:33]([NH2:35])=[O:34])[CH2:2]1. (4) Given the reactants [H-].[Na+].[CH3:3][O:4][C:5]([CH:7]1[CH2:11][CH2:10][C:9](=[O:12])[NH:8]1)=[O:6].[CH2:13](Br)[C:14]1[CH:19]=[CH:18][CH:17]=[CH:16][CH:15]=1, predict the reaction product. The product is: [CH3:3][O:4][C:5]([CH:7]1[CH2:11][CH2:10][C:9](=[O:12])[N:8]1[CH2:13][C:14]1[CH:19]=[CH:18][CH:17]=[CH:16][CH:15]=1)=[O:6]. (5) Given the reactants [C:1]([O:5][C:6]([NH:8][C@@H:9]([CH:13]([CH3:15])[CH3:14])[C:10]([OH:12])=[O:11])=[O:7])([CH3:4])([CH3:3])[CH3:2].CN(C(ON1N=NC2C=CC=NC1=2)=[N+](C)C)C.F[P-](F)(F)(F)(F)F.CCN(C(C)C)C(C)C.[S:49]1[C:53]2[CH:54]=[CH:55][C:56]([NH:58][C:59]3[C:68]4[C:63](=[CH:64][C:65]([O:76][CH2:77][CH2:78]O)=[C:66]([S:69]([C:72]([CH3:75])([CH3:74])[CH3:73])(=[O:71])=[O:70])[CH:67]=4)[N:62]=[CH:61][N:60]=3)=[CH:57][C:52]=2[N:51]=[CH:50]1, predict the reaction product. The product is: [C:1]([O:5][C:6]([NH:8][C@@H:9]([CH:13]([CH3:15])[CH3:14])[C:10]([O:12][CH2:78][CH2:77][O:76][C:65]1[CH:64]=[C:63]2[C:68]([C:59]([NH:58][C:56]3[CH:55]=[CH:54][C:53]4[S:49][CH:50]=[N:51][C:52]=4[CH:57]=3)=[N:60][CH:61]=[N:62]2)=[CH:67][C:66]=1[S:69]([C:72]([CH3:73])([CH3:75])[CH3:74])(=[O:70])=[O:71])=[O:11])=[O:7])([CH3:4])([CH3:3])[CH3:2]. (6) Given the reactants Cl[S:2]([C:5]1[CH:6]=[C:7]([CH:41]=[CH:42][CH:43]=1)[C:8]([NH:10][C:11]1[S:12][C:13]2[CH2:40][CH2:39][CH2:38][CH2:37][C:14]=2[C:15]=1[C:16]([NH:18][C:19]1[CH:24]=[CH:23][C:22]([CH2:25][CH2:26][C:27]2[CH:36]=[CH:35][C:30]([C:31]([O:33][CH3:34])=[O:32])=[CH:29][CH:28]=2)=[CH:21][CH:20]=1)=[O:17])=[O:9])(=[O:4])=[O:3].[C:44]([N:47]1[CH2:52][CH2:51][NH:50][CH2:49][CH2:48]1)(=[O:46])[CH3:45], predict the reaction product. The product is: [C:44]([N:47]1[CH2:52][CH2:51][N:50]([S:2]([C:5]2[CH:6]=[C:7]([CH:41]=[CH:42][CH:43]=2)[C:8]([NH:10][C:11]2[S:12][C:13]3[CH2:40][CH2:39][CH2:38][CH2:37][C:14]=3[C:15]=2[C:16]([NH:18][C:19]2[CH:24]=[CH:23][C:22]([CH2:25][CH2:26][C:27]3[CH:36]=[CH:35][C:30]([C:31]([O:33][CH3:34])=[O:32])=[CH:29][CH:28]=3)=[CH:21][CH:20]=2)=[O:17])=[O:9])(=[O:4])=[O:3])[CH2:49][CH2:48]1)(=[O:46])[CH3:45].